This data is from Forward reaction prediction with 1.9M reactions from USPTO patents (1976-2016). The task is: Predict the product of the given reaction. (1) The product is: [OH:8][N:9]1[C:14]2[N:15]=[CH:16][N:17]=[C:18]([CH3:19])[C:13]=2[C:12]([NH:20][CH2:21][C:22]2[CH:23]=[CH:24][C:25]([NH:28][S:29]([CH3:32])(=[O:31])=[O:30])=[N:26][CH:27]=2)=[CH:11][C:10]1=[O:33]. Given the reactants C([O:8][N:9]1[C:14]2[N:15]=[CH:16][N:17]=[C:18]([CH3:19])[C:13]=2[C:12]([NH:20][CH2:21][C:22]2[CH:23]=[CH:24][C:25]([NH:28][S:29]([CH3:32])(=[O:31])=[O:30])=[N:26][CH:27]=2)=[CH:11][C:10]1=[O:33])C1C=CC=CC=1.[H][H], predict the reaction product. (2) Given the reactants Br[C:2]1[CH:7]=[CH:6][CH:5]=[CH:4][C:3]=1[CH2:8][C:9]([OH:11])=[O:10].[Cl:12][C:13]1[CH:14]=[C:15]([CH:17]=[C:18]([Cl:21])[C:19]=1[Cl:20])[NH2:16], predict the reaction product. The product is: [Cl:12][C:13]1[CH:14]=[C:15]([NH:16][C:2]2[CH:7]=[CH:6][CH:5]=[CH:4][C:3]=2[CH2:8][C:9]([OH:11])=[O:10])[CH:17]=[C:18]([Cl:21])[C:19]=1[Cl:20]. (3) Given the reactants [N:1]1[C:14]2[C:5](=[C:6]([NH2:15])[CH:7]=[C:8]3[C:13]=2[N:12]=[CH:11][CH:10]=[CH:9]3)[CH:4]=[CH:3][CH:2]=1.[CH3:16][O:17][C:18](=[O:30])[CH2:19][CH2:20][CH2:21][CH2:22][CH2:23][CH2:24][CH2:25][CH2:26][C:27](Cl)=[O:28], predict the reaction product. The product is: [CH3:16][O:17][C:18](=[O:30])[CH2:19][CH2:20][CH2:21][CH2:22][CH2:23][CH2:24][CH2:25][CH2:26][C:27](=[O:28])[NH:15][C:6]1[CH:7]=[C:8]2[C:13]([N:12]=[CH:11][CH:10]=[CH:9]2)=[C:14]2[C:5]=1[CH:4]=[CH:3][CH:2]=[N:1]2. (4) Given the reactants [Cl:1][C:2]1[N:3]=[C:4]2[CH:9]=[CH:8][C:7]([CH2:10][CH2:11][CH3:12])=[N:6][N:5]2[CH:13]=1.[Cl:14][S:15](O)(=[O:17])=[O:16].C(N(CC)CC)C.P(Cl)(Cl)(Cl)=O, predict the reaction product. The product is: [Cl:1][C:2]1[N:3]=[C:4]2[CH:9]=[CH:8][C:7]([CH2:10][CH2:11][CH3:12])=[N:6][N:5]2[C:13]=1[S:15]([Cl:14])(=[O:17])=[O:16].